This data is from Forward reaction prediction with 1.9M reactions from USPTO patents (1976-2016). The task is: Predict the product of the given reaction. Given the reactants [C:1]([C:9]1[CH:14]=[C:13]([Cl:15])[CH:12]=[CH:11][C:10]=1[NH:16][S:17]([C:20]1[CH:25]=[CH:24][C:23](I)=[CH:22][CH:21]=1)(=[O:19])=[O:18])(=[O:8])[C:2]1[CH:7]=[CH:6][CH:5]=[CH:4][CH:3]=1.ClCCl.C(=O)([O-])[O-].[Cs+].[Cs+].[CH3:36][O:37][C:38]1[CH:43]=[CH:42][C:41](B(O)O)=[CH:40][CH:39]=1, predict the reaction product. The product is: [C:1]([C:9]1[CH:14]=[C:13]([Cl:15])[CH:12]=[CH:11][C:10]=1[NH:16][S:17]([C:20]1[CH:25]=[CH:24][C:23]([C:41]2[CH:42]=[CH:43][C:38]([O:37][CH3:36])=[CH:39][CH:40]=2)=[CH:22][CH:21]=1)(=[O:19])=[O:18])(=[O:8])[C:2]1[CH:7]=[CH:6][CH:5]=[CH:4][CH:3]=1.